From a dataset of NCI-60 drug combinations with 297,098 pairs across 59 cell lines. Regression. Given two drug SMILES strings and cell line genomic features, predict the synergy score measuring deviation from expected non-interaction effect. (1) Drug 1: CC1=CC2C(CCC3(C2CCC3(C(=O)C)OC(=O)C)C)C4(C1=CC(=O)CC4)C. Drug 2: CC1CCC2CC(C(=CC=CC=CC(CC(C(=O)C(C(C(=CC(C(=O)CC(OC(=O)C3CCCCN3C(=O)C(=O)C1(O2)O)C(C)CC4CCC(C(C4)OC)OCCO)C)C)O)OC)C)C)C)OC. Cell line: MCF7. Synergy scores: CSS=23.7, Synergy_ZIP=8.59, Synergy_Bliss=8.89, Synergy_Loewe=-17.6, Synergy_HSA=0.00961. (2) Drug 1: C1C(C(OC1N2C=NC3=C(N=C(N=C32)Cl)N)CO)O. Drug 2: CC(C)NC(=O)C1=CC=C(C=C1)CNNC.Cl. Cell line: NCIH23. Synergy scores: CSS=61.7, Synergy_ZIP=-0.0786, Synergy_Bliss=-2.17, Synergy_Loewe=-45.6, Synergy_HSA=-1.42. (3) Drug 1: CC(C1=C(C=CC(=C1Cl)F)Cl)OC2=C(N=CC(=C2)C3=CN(N=C3)C4CCNCC4)N. Drug 2: C1CCC(C1)C(CC#N)N2C=C(C=N2)C3=C4C=CNC4=NC=N3. Cell line: MDA-MB-435. Synergy scores: CSS=7.49, Synergy_ZIP=1.37, Synergy_Bliss=0.527, Synergy_Loewe=-20.9, Synergy_HSA=-5.29.